Dataset: Full USPTO retrosynthesis dataset with 1.9M reactions from patents (1976-2016). Task: Predict the reactants needed to synthesize the given product. Given the product [N:6]1[CH:11]=[CH:10][CH:9]=[C:8]([CH2:12][O:13][C:14](=[O:15])[NH:16][C:17]2[S:18][CH:19]=[C:20]([CH2:22][C:23]([NH:2][OH:3])=[O:25])[N:21]=2)[CH:7]=1, predict the reactants needed to synthesize it. The reactants are: Cl.[NH2:2][OH:3].[OH-].[K+].[N:6]1[CH:11]=[CH:10][CH:9]=[C:8]([CH2:12][O:13][C:14]([NH:16][C:17]2[S:18][CH:19]=[C:20]([CH2:22][C:23]([O-:25])=O)[N:21]=2)=[O:15])[CH:7]=1.O.